Task: Regression. Given a target protein amino acid sequence and a drug SMILES string, predict the binding affinity score between them. We predict pKi (pKi = -log10(Ki in M); higher means stronger inhibition). Dataset: bindingdb_ki.. Dataset: Drug-target binding data from BindingDB using Ki measurements (1) The small molecule is O=c1ccc2ccccc2o1. The target protein (Q9D6N1) has sequence MARLSWGYGEHNGPIHWNELFPIADGDQQSPIEIKTKEVKYDSSLRPLSIKYDPASAKIISNSGHSFNVDFDDTEDKSVLRGGPLTGNYRLRQFHLHWGSADDHGSEHVVDGVRYAAELHVVHWNSDKYPSFVEAAHESDGLAVLGVFLQIGEHNPQLQKITDILDSIKEKGKQTRFTNFDPLCLLPSSWDYWTYPGSLTVPPLLESVTWIVLKQPISISSQQLARFRSLLCTAEGESAAFLLSNHRPPQPLKGRRVRASFY. The pKi is 5.0. (2) The drug is C[C@@]1(O)[C@H](O)[C@@H](CCl)O[C@H]1n1cnc2c(NC3CC4CCC3C4)nc(Cl)nc21. The target protein (P30542) has sequence MPPSISAFQAAYIGIEVLIALVSVPGNVLVIWAVKVNQALRDATFCFIVSLAVADVAVGALVIPLAILINIGPQTYFHTCLMVACPVLILTQSSILALLAIAVDRYLRVKIPLRYKMVVTPRRAAVAIAGCWILSFVVGLTPMFGWNNLSAVERAWAANGSMGEPVIKCEFEKVISMEYMVYFNFFVWVLPPLLLMVLIYLEVFYLIRKQLNKKVSASSGDPQKYYGKELKIAKSLALILFLFALSWLPLHILNCITLFCPSCHKPSILTYIAIFLTHGNSAMNPIVYAFRIQKFRVTFLKIWNDHFRCQPAPPIDEDLPEERPDD. The pKi is 8.0. (3) The small molecule is Cc1ccc(Cn2nc(C(=O)NC3C(C)(C)C4CC[C@@]3(C)C4)cc2-c2ccc(Cl)c(C)c2)cc1. The target protein (P61278) has sequence MLSCRLQCALAALSIVLALGCVTGAPSDPRLRQFLQKSLAAAAGKQELAKYFLAELLSEPNQTENDALEPEDLSQAAEQDEMRLELQRSANSNPAMAPRERKAGCKNFFWKTFTSC. The pKi is 5.0.